Dataset: Catalyst prediction with 721,799 reactions and 888 catalyst types from USPTO. Task: Predict which catalyst facilitates the given reaction. (1) Reactant: [Cl:1][C:2]1[CH:3]=[C:4]2[C:10]([C:11]3[N:16]=[C:15]([NH:17][C@H:18]4[CH2:23][CH2:22][CH2:21][C:20](=O)[CH2:19]4)[C:14]([F:25])=[CH:13][N:12]=3)=[CH:9][N:8]([S:26]([C:29]3[CH:34]=[CH:33][C:32]([CH3:35])=[CH:31][CH:30]=3)(=[O:28])=[O:27])[C:5]2=[N:6][CH:7]=1.Cl.[NH2:37][OH:38]. Product: [Cl:1][C:2]1[CH:3]=[C:4]2[C:10]([C:11]3[N:16]=[C:15]([NH:17][C@H:18]4[CH2:23][CH2:22][CH2:21][C:20](=[N:37][OH:38])[CH2:19]4)[C:14]([F:25])=[CH:13][N:12]=3)=[CH:9][N:8]([S:26]([C:29]3[CH:34]=[CH:33][C:32]([CH3:35])=[CH:31][CH:30]=3)(=[O:28])=[O:27])[C:5]2=[N:6][CH:7]=1. The catalyst class is: 14. (2) Reactant: [NH:1]([C:3]([O:5][C:6]([CH3:9])([CH3:8])[CH3:7])=[O:4])[NH2:2].Cl[CH2:11][C:12]1[C:21]2[C:16](=[CH:17][CH:18]=[CH:19][CH:20]=2)[CH:15]=[CH:14][CH:13]=1. Product: [C:12]1([CH2:11][NH:2][NH:1][C:3]([O:5][C:6]([CH3:9])([CH3:8])[CH3:7])=[O:4])[C:21]2[C:16](=[CH:17][CH:18]=[CH:19][CH:20]=2)[CH:15]=[CH:14][CH:13]=1. The catalyst class is: 14. (3) Reactant: [F:1][C:2]1[C:10]([N+:11]([O-:13])=[O:12])=[CH:9][C:5]([C:6](O)=[O:7])=[CH:4][CH:3]=1.S(Cl)([Cl:16])=O. Product: [F:1][C:2]1[C:10]([N+:11]([O-:13])=[O:12])=[CH:9][C:5]([C:6]([Cl:16])=[O:7])=[CH:4][CH:3]=1. The catalyst class is: 277. (4) Product: [C:33]([O:37][C:38](=[O:57])[CH2:39][CH:40]([NH:45][S:46]([C:49]1[CH:54]=[CH:53][C:52]([NH2:55])=[CH:51][C:50]=1[O:13][CH2:12][CH2:11][C:6]1[CH:7]=[CH:8][CH:9]=[C:10]2[C:5]=1[CH:4]=[CH:3][CH:2]=[N:1]2)(=[O:48])=[O:47])[C:41]([NH:43][CH3:44])=[O:42])([CH3:36])([CH3:34])[CH3:35]. Reactant: [N:1]1[C:10]2[C:5](=[C:6]([CH2:11][CH2:12][OH:13])[CH:7]=[CH:8][CH:9]=2)[CH:4]=[CH:3][CH:2]=1.C1(P(C2C=CC=CC=2)C2C=CC=CC=2)C=CC=CC=1.[C:33]([O:37][C:38](=[O:57])[CH2:39][CH:40]([NH:45][S:46]([C:49]1[CH:54]=[CH:53][C:52]([NH2:55])=[CH:51][C:50]=1O)(=[O:48])=[O:47])[C:41]([NH:43][CH3:44])=[O:42])([CH3:36])([CH3:35])[CH3:34].N(C(OCC)=O)=NC(OCC)=O. The catalyst class is: 1. (5) Reactant: [Si]([O:8][CH2:9][C:10]12[CH2:15][CH:14]1[C:13](=[O:16])[N:12]([CH2:17][C:18]1[CH:23]=[CH:22][C:21]([O:24][CH3:25])=[CH:20][C:19]=1[O:26][CH3:27])[CH2:11]2)(C(C)(C)C)(C)C.[F-].C([NH3+])CCC. Product: [CH3:27][O:26][C:19]1[CH:20]=[C:21]([O:24][CH3:25])[CH:22]=[CH:23][C:18]=1[CH2:17][N:12]1[CH2:11][C:10]2([CH2:9][OH:8])[CH:14]([CH2:15]2)[C:13]1=[O:16]. The catalyst class is: 7. (6) The catalyst class is: 82. Reactant: [NH2:1][C:2]1[CH:11]=[C:10]2[C:5]([C:6]([CH3:17])=[C:7]([CH2:13][C:14]([OH:16])=[O:15])[C:8](=[O:12])[O:9]2)=[CH:4][CH:3]=1.[CH3:18]O. Product: [NH2:1][C:2]1[CH:11]=[C:10]2[C:5]([C:6]([CH3:17])=[C:7]([CH2:13][C:14]([O:16][CH3:18])=[O:15])[C:8](=[O:12])[O:9]2)=[CH:4][CH:3]=1. (7) Reactant: O1CCCCC1[O:7][CH2:8][CH2:9][O:10][C:11]1[CH:12]=[CH:13][C:14]([N:17]2[CH:21]=[CH:20][C:19]([CH:22]([C:24]3[CH:41]=[CH:40][C:27]4[N:28](COCC[Si](C)(C)C)[C:29](=[O:31])[S:30][C:26]=4[CH:25]=3)[CH3:23])=[N:18]2)=[N:15][CH:16]=1.FC(F)(F)C(O)=O.[OH-].[Na+].[Cl-].[NH4+].CC1CCCO1. Product: [OH:7][CH2:8][CH2:9][O:10][C:11]1[CH:12]=[CH:13][C:14]([N:17]2[CH:21]=[CH:20][C:19]([CH:22]([C:24]3[CH:41]=[CH:40][C:27]4[NH:28][C:29](=[O:31])[S:30][C:26]=4[CH:25]=3)[CH3:23])=[N:18]2)=[N:15][CH:16]=1. The catalyst class is: 2. (8) Reactant: [Br:1][C:2]1[CH:9]=[CH:8][C:5]([C:6]#[N:7])=[C:4]([CH3:10])[CH:3]=1.[Li+].[CH3:12]C([N-]C(C)C)C.CI. Product: [Br:1][C:2]1[CH:9]=[CH:8][C:5]([C:6]#[N:7])=[C:4]([CH2:10][CH3:12])[CH:3]=1. The catalyst class is: 1.